Predict the reaction yield, written as a fraction of the theoretical maximum amount of product (1.0 means a 100% yield; for example, 0.34 means a 34% yield). From a dataset of Reaction yield outcomes from USPTO patents with 853,638 reactions. The reactants are [CH2:1]([O:3][P:4]([CH:9]([C:35]#[N:36])[CH2:10][C:11]([CH3:34])=[CH:12][CH2:13][C:14]1[C:15]([O:27][CH2:28][CH2:29][Si:30]([CH3:33])([CH3:32])[CH3:31])=[C:16]2[C:20](=[C:21]([CH3:25])[C:22]=1[O:23][CH3:24])[CH2:19][O:18][C:17]2=[O:26])(=[O:8])[O:5][CH2:6][CH3:7])[CH3:2].[CH3:37][Si]([N-][Si](C)(C)C)(C)C.[Na+].IC. The catalyst is C1COCC1. The product is [CH2:1]([O:3][P:4]([C:9]([C:35]#[N:36])([CH3:37])[CH2:10][C:11]([CH3:34])=[CH:12][CH2:13][C:14]1[C:15]([O:27][CH2:28][CH2:29][Si:30]([CH3:31])([CH3:32])[CH3:33])=[C:16]2[C:20](=[C:21]([CH3:25])[C:22]=1[O:23][CH3:24])[CH2:19][O:18][C:17]2=[O:26])(=[O:8])[O:5][CH2:6][CH3:7])[CH3:2]. The yield is 0.230.